This data is from CYP2C19 inhibition data for predicting drug metabolism from PubChem BioAssay. The task is: Regression/Classification. Given a drug SMILES string, predict its absorption, distribution, metabolism, or excretion properties. Task type varies by dataset: regression for continuous measurements (e.g., permeability, clearance, half-life) or binary classification for categorical outcomes (e.g., BBB penetration, CYP inhibition). Dataset: cyp2c19_veith. (1) The drug is Cc1noc(C)c1-c1cc(N2CCNCC2)ncn1. The result is 0 (non-inhibitor). (2) The drug is Oc1cc(O)c2c(c1)O[C@H](c1ccc(O)c(O)c1)[C@@H](O)[C@@H]2c1c(O)cc(O)c2c1O[C@@H](c1ccc(O)c(O)c1)[C@H](O)C2. The result is 0 (non-inhibitor).